This data is from Reaction yield outcomes from USPTO patents with 853,638 reactions. The task is: Predict the reaction yield, written as a fraction of the theoretical maximum amount of product (1.0 means a 100% yield; for example, 0.34 means a 34% yield). The reactants are [CH:1]([C:3]1[CH:4]=[CH:5][CH:6]=[C:7]2[C:11]=1[NH:10][CH:9]=[CH:8]2)=[O:2].C[Li].[CH2:14](OCC)C.C(=O)(O)[O-].[Na+]. The catalyst is O1CCCC1.C(OCC)(=O)C. The product is [NH:10]1[C:11]2[C:7](=[CH:6][CH:5]=[CH:4][C:3]=2[CH:1]([OH:2])[CH3:14])[CH:8]=[CH:9]1. The yield is 0.940.